Dataset: Full USPTO retrosynthesis dataset with 1.9M reactions from patents (1976-2016). Task: Predict the reactants needed to synthesize the given product. (1) Given the product [C:1]([O:5][C:6](=[O:39])[N:7]([C:12]1[C:16]2[CH:15]=[CH:20][CH:19]=[C:18]([CH2:21][O:22][C:23]3[CH:28]=[CH:27][C:26]([C:29]4[CH:34]=[C:33]([F:35])[C:32]([F:36])=[CH:31][C:30]=4[O:37][CH3:38])=[CH:25][CH:24]=3)[C:17]=2[O:14][N:13]=1)[CH3:8])([CH3:4])([CH3:3])[CH3:2], predict the reactants needed to synthesize it. The reactants are: [C:1]([O:5][C:6](=[O:39])[N:7]([C:12]1[C:16]2[CH:17]=[C:18]([CH2:21][O:22][C:23]3[CH:28]=[CH:27][C:26]([C:29]4[CH:34]=[C:33]([F:35])[C:32]([F:36])=[CH:31][C:30]=4[O:37][CH3:38])=[CH:25][CH:24]=3)[CH:19]=[CH:20][C:15]=2[O:14][N:13]=1)[CH2:8]COC)([CH3:4])([CH3:3])[CH3:2].C(OC(=O)NC1C2C=CC=C(COC3C=CC(C4C=C(F)C(F)=CC=4OC)=CC=3)C=2ON=1)(C)(C)C.CI. (2) Given the product [F:18][CH:16]([F:17])[C:12]1[N:13]([CH3:15])[CH:14]=[C:9]([OH:8])[C:10](=[O:19])[CH:11]=1, predict the reactants needed to synthesize it. The reactants are: C([O:8][C:9]1[C:10](=[O:19])[CH:11]=[C:12]([CH:16]([F:18])[F:17])[N:13]([CH3:15])[CH:14]=1)C1C=CC=CC=1. (3) The reactants are: [CH3:1][O:2][C:3](=[O:27])[C:4]1[CH:9]=[C:8]([O:10][CH3:11])[CH:7]=[CH:6][C:5]=1[NH:12][C:13]1[N:17]([C:18]2[CH:23]=[CH:22][CH:21]=[CH:20][C:19]=2[CH3:24])[N:16]=[C:15]([CH3:25])[C:14]=1Br.[Cl:28][C:29]1[C:38](B2OC(C)(C)C(C)(C)O2)=[CH:37][CH:36]=[C:35]2[C:30]=1[N:31]=[CH:32][CH:33]=[N:34]2.C(=O)([O-])[O-].[Na+].[Na+].O. Given the product [CH3:1][O:2][C:3](=[O:27])[C:4]1[CH:9]=[C:8]([O:10][CH3:11])[CH:7]=[CH:6][C:5]=1[NH:12][C:13]1[N:17]([C:18]2[CH:23]=[CH:22][CH:21]=[CH:20][C:19]=2[CH3:24])[N:16]=[C:15]([CH3:25])[C:14]=1[C:38]1[C:29]([Cl:28])=[C:30]2[C:35](=[CH:36][CH:37]=1)[N:34]=[CH:33][CH:32]=[N:31]2, predict the reactants needed to synthesize it. (4) The reactants are: [NH2:1][C:2]1[CH:7]=[CH:6][C:5]([N:8]2[CH:12]=[CH:11][N:10]=[C:9]2[CH2:13][OH:14])=[CH:4][CH:3]=1.Cl[C:16]1[CH:17]=[CH:18][C:19]2[CH2:20][N:21]([CH3:33])[CH2:22][C@@H:23]([C:27]3[CH:32]=[CH:31][CH:30]=[CH:29][CH:28]=3)[O:24][C:25]=2[N:26]=1.C(=O)([O-])[O-].[Cs+].[Cs+].COCCOC. Given the product [CH3:33][N:21]1[CH2:20][C:19]2[CH:18]=[CH:17][C:16]([NH:1][C:2]3[CH:3]=[CH:4][C:5]([N:8]4[CH:12]=[CH:11][N:10]=[C:9]4[CH2:13][OH:14])=[CH:6][CH:7]=3)=[N:26][C:25]=2[O:24][C@H:23]([C:27]2[CH:32]=[CH:31][CH:30]=[CH:29][CH:28]=2)[CH2:22]1, predict the reactants needed to synthesize it. (5) Given the product [NH2:30][C:26]1[CH:25]=[C:24]([C:4]2[N:3]=[C:2]([CH3:1])[C:7]3[C:8](=[O:23])[N:9]([CH2:11][C:12]4[CH:17]=[CH:16][C:15]([O:18][C:19]([F:21])([F:22])[F:20])=[CH:14][CH:13]=4)[CH2:10][C:6]=3[CH:5]=2)[CH:29]=[CH:28][CH:27]=1, predict the reactants needed to synthesize it. The reactants are: [CH3:1][C:2]1[C:7]2[C:8](=[O:23])[N:9]([CH2:11][C:12]3[CH:17]=[CH:16][C:15]([O:18][C:19]([F:22])([F:21])[F:20])=[CH:14][CH:13]=3)[CH2:10][C:6]=2[CH:5]=[C:4]([C:24]2[CH:29]=[CH:28][CH:27]=[C:26]([N+:30]([O-])=O)[CH:25]=2)[N:3]=1.O.O.[Sn](Cl)(Cl)(Cl)Cl.[OH-].[Na+]. (6) The reactants are: [CH3:1][O:2][C:3]1[CH:8]=[CH:7][C:6]([Mg]Br)=[CH:5][CH:4]=1.Br[C:12]1[CH:13]=[N:14][CH:15]=[CH:16][CH:17]=1.ClC1C=NC=CC=1. Given the product [CH3:1][O:2][C:3]1[CH:8]=[CH:7][C:6]([C:12]2[CH:13]=[N:14][CH:15]=[CH:16][CH:17]=2)=[CH:5][CH:4]=1, predict the reactants needed to synthesize it.